This data is from Reaction yield outcomes from USPTO patents with 853,638 reactions. The task is: Predict the reaction yield, written as a fraction of the theoretical maximum amount of product (1.0 means a 100% yield; for example, 0.34 means a 34% yield). (1) The reactants are [NH2:1][C:2]1[CH:7]=[CH:6][C:5]([C:8]2[CH:13]=[CH:12][C:11]([C:14](=[O:26])[CH2:15][CH:16]([CH2:21][CH2:22][N:23]([CH3:25])[CH3:24])[C:17]([O:19]C)=[O:18])=[CH:10][CH:9]=2)=[CH:4][CH:3]=1.Cl[C:28]1[S:29][C:30]2[CH:36]=[C:35]([Cl:37])[CH:34]=[CH:33][C:31]=2[N:32]=1.S1C2C=CC=CC=2N=C1NC1C=CC(C2C=CC(C(=O)CC(C)(C)C(O)=O)=CC=2)=CC=1.FC(F)(F)C([O-])=O. No catalyst specified. The product is [Cl:37][C:35]1[CH:34]=[CH:33][C:31]2[N:32]=[C:28]([NH:1][C:2]3[CH:7]=[CH:6][C:5]([C:8]4[CH:13]=[CH:12][C:11]([C:14](=[O:26])[CH2:15][CH:16]([CH2:21][CH2:22][N:23]([CH3:24])[CH3:25])[C:17]([OH:19])=[O:18])=[CH:10][CH:9]=4)=[CH:4][CH:3]=3)[S:29][C:30]=2[CH:36]=1. The yield is 0.130. (2) The reactants are Br[C:2]1[CH:3]=[C:4]([NH:22][CH:23]([CH2:25][CH3:26])[CH3:24])[C:5]([CH3:21])=[C:6]([CH:20]=1)[C:7]([NH:9][CH2:10][C:11]1[C:12](=[O:19])[NH:13][C:14]([CH3:18])=[CH:15][C:16]=1[CH3:17])=[O:8].[CH3:27][O:28][C:29]1[S:30][C:31]([Sn](CCCC)(CCCC)CCCC)=[CH:32][N:33]=1. The catalyst is C1(C)C=CC=CC=1.C1C=CC([P]([Pd]([P](C2C=CC=CC=2)(C2C=CC=CC=2)C2C=CC=CC=2)([P](C2C=CC=CC=2)(C2C=CC=CC=2)C2C=CC=CC=2)[P](C2C=CC=CC=2)(C2C=CC=CC=2)C2C=CC=CC=2)(C2C=CC=CC=2)C2C=CC=CC=2)=CC=1. The product is [CH:23]([NH:22][C:4]1[C:5]([CH3:21])=[C:6]([CH:20]=[C:2]([C:31]2[S:30][C:29]([O:28][CH3:27])=[N:33][CH:32]=2)[CH:3]=1)[C:7]([NH:9][CH2:10][C:11]1[C:12](=[O:19])[NH:13][C:14]([CH3:18])=[CH:15][C:16]=1[CH3:17])=[O:8])([CH2:25][CH3:26])[CH3:24]. The yield is 0.190. (3) The product is [Cl:1][C:2]1[CH:3]=[C:4]2[C:8](=[CH:9][CH:10]=1)[N:7]([CH2:11][CH2:12][CH2:13][C:14]#[N:15])[C:6]([CH2:16][OH:17])=[CH:5]2. The catalyst is O1CCCC1.O. The yield is 0.640. The reactants are [Cl:1][C:2]1[CH:3]=[C:4]2[C:8](=[CH:9][CH:10]=1)[N:7]([CH2:11][CH2:12][CH2:13][C:14]#[N:15])[C:6]([C:16](O)=[O:17])=[CH:5]2.CCN(C(C)C)C(C)C.C(OC(Cl)=O)C(C)C.[BH4-].[Na+].C(O)(=O)CC(CC(O)=O)(C(O)=O)O. (4) The reactants are [CH:1]([C:4]1[NH:5][C:6]2[C:11]([CH:12]=1)=[CH:10][C:9]([N+:13]([O-])=O)=[CH:8][CH:7]=2)([CH3:3])[CH3:2]. The catalyst is [Ni].CO. The product is [CH:1]([C:4]1[NH:5][C:6]2[C:11]([CH:12]=1)=[CH:10][C:9]([NH2:13])=[CH:8][CH:7]=2)([CH3:3])[CH3:2]. The yield is 0.410. (5) The reactants are O[C:2]1[CH:3]=[C:4]([C:13]([O:15][CH2:16][CH3:17])=[O:14])[CH:5]=[C:6]([CH:12]=1)[C:7]([O:9][CH2:10][CH3:11])=[O:8].O=[N+]([O-])[O-].[O-][N+](=O)[O-].[O-][N+](=O)[O-].[O-][N+](=O)[O-].[O-][N+](=O)[O-].[O-][N+](=O)[O-].[Ce+4].[NH4+].[NH4+].C[C:46](O)=[O:47]. The catalyst is O. The product is [CH:46]([C:2]1[CH:3]=[C:4]([C:13]([O:15][CH2:16][CH3:17])=[O:14])[CH:5]=[C:6]([CH:12]=1)[C:7]([O:9][CH2:10][CH3:11])=[O:8])=[O:47]. The yield is 0.990. (6) The reactants are [Cl:1][CH2:2][CH2:3][CH2:4][CH2:5][C:6]1([C:12]([O:14]CC)=[O:13])[S:11][CH2:10][CH2:9][CH2:8][S:7]1.[Li+].[OH-].CO. The catalyst is C1COCC1.O. The product is [Cl:1][CH2:2][CH2:3][CH2:4][CH2:5][C:6]1([C:12]([OH:14])=[O:13])[S:7][CH2:8][CH2:9][CH2:10][S:11]1. The yield is 0.810. (7) The reactants are [OH:1][C:2]1[CH:10]=[C:9]([O:11][CH3:12])[C:8]([O:13][CH3:14])=[CH:7][C:3]=1[C:4]([OH:6])=[O:5].[C:15]1(O)[CH:20]=[CH:19][CH:18]=[CH:17][CH:16]=1.O=S(Cl)Cl. The catalyst is C1(C)C(C)=CC=CC=1. The product is [OH:1][C:2]1[CH:10]=[C:9]([O:11][CH3:12])[C:8]([O:13][CH3:14])=[CH:7][C:3]=1[C:4]([O:6][C:15]1[CH:20]=[CH:19][CH:18]=[CH:17][CH:16]=1)=[O:5]. The yield is 0.640. (8) The reactants are [CH2:1]([N:3]1[C:7]([C:8]([OH:10])=O)=[CH:6][C:5]([CH3:11])=[N:4]1)[CH3:2].S(Cl)(Cl)=O.[NH2:16][C:17]1[CH:33]=[CH:32][C:20]([CH2:21][C:22]2[CH:23]=[C:24]3[C:28](=[CH:29][CH:30]=2)[NH:27][C:26](=[O:31])[CH2:25]3)=[CH:19][CH:18]=1. The catalyst is C1COCC1. The product is [O:31]=[C:26]1[CH2:25][C:24]2[C:28](=[CH:29][CH:30]=[C:22]([CH2:21][C:20]3[CH:19]=[CH:18][C:17]([NH:16][C:8]([C:7]4[N:3]([CH2:1][CH3:2])[N:4]=[C:5]([CH3:11])[CH:6]=4)=[O:10])=[CH:33][CH:32]=3)[CH:23]=2)[NH:27]1. The yield is 0.345. (9) The reactants are [O:1]=[C:2]1[N:6]([C:7]2[CH:14]=[CH:13][C:10]([C:11]#[N:12])=[C:9]([C:15]([F:18])([F:17])[F:16])[CH:8]=2)[C@@H:5]2[CH2:19][CH2:20][CH2:21][CH2:22][C@H:4]2[NH:3]1.[F:23][C:24]1[C:29](I)=[CH:28][CH:27]=[CH:26][N:25]=1. No catalyst specified. The product is [F:23][C:24]1[C:29]([N:3]2[C@@H:4]3[CH2:22][CH2:21][CH2:20][CH2:19][C@H:5]3[N:6]([C:7]3[CH:14]=[CH:13][C:10]([C:11]#[N:12])=[C:9]([C:15]([F:18])([F:16])[F:17])[CH:8]=3)[C:2]2=[O:1])=[CH:28][CH:27]=[CH:26][N:25]=1. The yield is 0.168.